Task: Predict the product of the given reaction.. Dataset: Forward reaction prediction with 1.9M reactions from USPTO patents (1976-2016) Given the reactants [H-].[Na+].[F:3][C:4]([F:23])([F:22])[C:5]1[CH:6]=[C:7]([C@H:15]2[S:19][C:18](=[O:20])[NH:17][C@H:16]2[CH3:21])[CH:8]=[C:9]([C:11]([F:14])([F:13])[F:12])[CH:10]=1.CS(O[CH2:29][C:30]1[C:35]([Cl:36])=[CH:34][CH:33]=[C:32]([C:37]([F:40])([F:39])[F:38])[N:31]=1)(=O)=O, predict the reaction product. The product is: [F:23][C:4]([F:3])([F:22])[C:5]1[CH:6]=[C:7]([C@H:15]2[S:19][C:18](=[O:20])[N:17]([CH2:29][C:30]3[C:35]([Cl:36])=[CH:34][CH:33]=[C:32]([C:37]([F:39])([F:38])[F:40])[N:31]=3)[C@H:16]2[CH3:21])[CH:8]=[C:9]([C:11]([F:12])([F:13])[F:14])[CH:10]=1.